Dataset: Experimentally validated miRNA-target interactions with 360,000+ pairs, plus equal number of negative samples. Task: Binary Classification. Given a miRNA mature sequence and a target amino acid sequence, predict their likelihood of interaction. (1) The miRNA is hsa-miR-6785-5p with sequence UGGGAGGGCGUGGAUGAUGGUG. The protein sequence of the target gene is MWEKMETKTIVYDLDTSGGLMEQIQALLAPPKTDEAEKRSRKPEKEPRRSGRATNHDSCDSCKEGGDLLCCDHCPAAFHLQCCNPPLSEEMLPPGEWMCHRCTVRRKKREQKKELGHVNGLVDKSGKRTTSPSSDTDLLDRSASKTELKAIAHARILERRASRPGTPTSSASTETPTSEQNDVDEDIIDVDEEPVAAEPDYVQPQLRRPFELLIAAAMERNPTQFQLPNELTCTTALPGSSKRRRKEETTGKNVKKTQHELDHNGLVPLPVKVCFTCNRSCRVAPLIQCDYCPLLFHMDC.... Result: 1 (interaction). (2) The miRNA is hsa-miR-4740-3p with sequence GCCCGAGAGGAUCCGUCCCUGC. The protein sequence of the target gene is MHLLLVQLLVLLPLGKADLCVDGCQSQGSLSFPLLERGRRDLHVANHEEAEDKPDLFVAVPHLMGTSLAGEGQRQRGKMLSRLGRFWKKPETEFYPPRDVESDHVSSGMQAVTQPADGRKVERSPLQEEAKRFWHRFMFRKGPAFQGVILPIKSHEVHWETCRTVPFNQTIAHEDCQKVVVQNNLCFGKCSSIRFPGEGADAHSFCSHCSPTKFTTVHLMLNCTSPTPVVKMVMQVEECQCMVKTERGEERLLLAGSQGSFIPGLPASKTNP. Result: 0 (no interaction). (3) The miRNA is hsa-miR-7114-3p with sequence UGACCCACCCCUCUCCACCAG. The protein sequence of the target gene is MAELQQLQEFEIPTGREALRGNHSALLRVADYCEDNYVQATDKRKALEETMAFTTQALASVAYQVGNLAGHTLRMLDLQGAALRQVEARVSTLGQMVNMHMEKVARREIGTLATVQRLPPGQKVIAPENLPPLTPYCRRPLNFGCLDDIGHGIKDLSTQLSRTGTLSRKSIKAPATPASATLGRPPRIPEPVHLPVVPDGRLSAASSAFSLASAGSAEGVGGAPTPKGQAAPPAPPLPSSLDPPPPPAAVEVFQRPPTLEELSPPPPDEELPLPLDLPPPPPLDGDELGLPPPPPGFGPD.... Result: 0 (no interaction). (4) The miRNA is hsa-miR-4787-5p with sequence GCGGGGGUGGCGGCGGCAUCCC. The protein sequence of the target gene is MGDQQLYKTNHVGHGGENLFYQQPPLGVHSGLGHSYGNTISGAGMDAPQASPISPHFPQDTRDGLGLPIGSKNLGQMDTSRQGGWGSHAGPGNHVQLRSNLANSNMMWGTPTQVEPADGYQYTYSQASEIRTQKLTSGVLHKLDSFTQVFANQNLRIQVNNMAQVLHTQSAVMDGASDSALRQLLSQKPVEPSASAIASRYQQVPQQPHPGFTGGLPKPALPVGQHAPQGHLYYDYQQPLAQMSMQGGQPLQAPQVLSGHMQQLQQHQYYPQPPPQQQQAGLQRISVQEMQQQQQPQQIR.... Result: 0 (no interaction).